Task: Regression. Given two drug SMILES strings and cell line genomic features, predict the synergy score measuring deviation from expected non-interaction effect.. Dataset: NCI-60 drug combinations with 297,098 pairs across 59 cell lines (1) Drug 1: CC1OCC2C(O1)C(C(C(O2)OC3C4COC(=O)C4C(C5=CC6=C(C=C35)OCO6)C7=CC(=C(C(=C7)OC)O)OC)O)O. Drug 2: CC(C)CN1C=NC2=C1C3=CC=CC=C3N=C2N. Cell line: DU-145. Synergy scores: CSS=21.0, Synergy_ZIP=-7.39, Synergy_Bliss=-3.09, Synergy_Loewe=-10.1, Synergy_HSA=-3.32. (2) Drug 1: CN1CCC(CC1)COC2=C(C=C3C(=C2)N=CN=C3NC4=C(C=C(C=C4)Br)F)OC. Drug 2: C1=CC(=CC=C1CCCC(=O)O)N(CCCl)CCCl. Cell line: OVCAR3. Synergy scores: CSS=26.8, Synergy_ZIP=-7.95, Synergy_Bliss=-3.56, Synergy_Loewe=-6.46, Synergy_HSA=-0.889. (3) Drug 1: C1=CN(C(=O)N=C1N)C2C(C(C(O2)CO)O)O.Cl. Drug 2: CC1C(C(CC(O1)OC2CC(CC3=C2C(=C4C(=C3O)C(=O)C5=CC=CC=C5C4=O)O)(C(=O)C)O)N)O. Cell line: SF-539. Synergy scores: CSS=38.8, Synergy_ZIP=-7.92, Synergy_Bliss=-8.56, Synergy_Loewe=-29.3, Synergy_HSA=-4.46. (4) Drug 1: CCN(CC)CCCC(C)NC1=C2C=C(C=CC2=NC3=C1C=CC(=C3)Cl)OC. Drug 2: C1C(C(OC1N2C=NC(=NC2=O)N)CO)O. Cell line: HL-60(TB). Synergy scores: CSS=37.3, Synergy_ZIP=0.392, Synergy_Bliss=8.23, Synergy_Loewe=1.37, Synergy_HSA=10.8. (5) Drug 1: C1=CC=C(C=C1)NC(=O)CCCCCCC(=O)NO. Drug 2: CC1C(C(CC(O1)OC2CC(CC3=C2C(=C4C(=C3O)C(=O)C5=CC=CC=C5C4=O)O)(C(=O)C)O)N)O. Cell line: PC-3. Synergy scores: CSS=58.3, Synergy_ZIP=-6.87, Synergy_Bliss=-3.44, Synergy_Loewe=0.102, Synergy_HSA=1.84.